The task is: Predict the reactants needed to synthesize the given product.. This data is from Full USPTO retrosynthesis dataset with 1.9M reactions from patents (1976-2016). (1) Given the product [Br:4][C:5]1[CH:10]=[C:9]([F:11])[CH:8]=[C:7]([CH3:12])[C:6]=1[C:1]#[N:2], predict the reactants needed to synthesize it. The reactants are: [C-:1]#[N:2].[K+].[Br:4][C:5]1[CH:10]=[C:9]([F:11])[CH:8]=[C:7]([CH3:12])[C:6]=1N.Cl.N([O-])=O.[Na+].O.O.O.O.O.O.O.O.O.O.C(=O)([O-])[O-].[Na+].[Na+]. (2) Given the product [CH3:13][O:12][C:9]1[CH:10]=[C:11]2[C:6](=[CH:7][C:8]=1[O:14][CH3:15])[N:5]=[N:4][CH:3]=[C:2]2[NH:22][C:19]1[CH2:18][C:17]([CH3:16])=[N:21][N:20]=1, predict the reactants needed to synthesize it. The reactants are: Br[C:2]1[C:11]2[C:6](=[CH:7][C:8]([O:14][CH3:15])=[C:9]([O:12][CH3:13])[CH:10]=2)[N:5]=[N:4][CH:3]=1.[CH3:16][C:17]1[CH2:18][C:19]([NH2:22])=[N:20][N:21]=1.CC(C)([O-])C.[Na+]. (3) Given the product [NH2:28][C:25]1[CH:26]=[CH:27][C:22]([NH:21][C:15]2[C:12]3[C:13](=[O:14])[NH:8][CH:9]=[N:10][C:11]=3[N:18]([CH3:19])[C:17](=[O:20])[CH:16]=2)=[C:23]([F:31])[CH:24]=1, predict the reactants needed to synthesize it. The reactants are: C([N:8]1[C:13](=[O:14])[C:12]2[C:15]([NH:21][C:22]3[CH:27]=[CH:26][C:25]([N+:28]([O-])=O)=[CH:24][C:23]=3[F:31])=[CH:16][C:17](=[O:20])[N:18]([CH3:19])[C:11]=2[N:10]=[CH:9]1)C1C=CC=CC=1.C([O-])=O.[NH4+]. (4) Given the product [C:1]([O:5][C:6](=[O:18])[C:7]1[CH:12]=[C:11]([CH2:13][CH3:14])[N:10]=[C:9]([N:15]([CH3:16])[CH3:17])[CH:8]=1)([CH3:3])([CH3:4])[CH3:2], predict the reactants needed to synthesize it. The reactants are: [C:1]([O:5][C:6](=[O:18])[C:7]1[CH:12]=[C:11]([CH:13]=[CH2:14])[N:10]=[C:9]([N:15]([CH3:17])[CH3:16])[CH:8]=1)([CH3:4])([CH3:3])[CH3:2]. (5) Given the product [OH:6][CH:5]([C:7]1[S:11][C:10]([C:12]#[N:13])=[CH:9][CH:8]=1)[CH2:4][NH:2][CH3:1], predict the reactants needed to synthesize it. The reactants are: [CH3:1][NH2:2].Br[CH2:4][CH:5]([C:7]1[S:11][C:10]([C:12]#[N:13])=[CH:9][CH:8]=1)[OH:6]. (6) The reactants are: [CH3:1][O:2][N:3]=[C:4]([CH3:15])[CH2:5][C:6]1[C:11]([Cl:12])=[CH:10][C:9]([Cl:13])=[CH:8][C:7]=1[Cl:14].Cl.O.[OH-].[Na+]. Given the product [CH3:1][O:2][NH:3][CH:4]([CH3:15])[CH2:5][C:6]1[C:7]([Cl:14])=[CH:8][C:9]([Cl:13])=[CH:10][C:11]=1[Cl:12], predict the reactants needed to synthesize it. (7) Given the product [C:8]1([CH:7]([C:14]2[CH:19]=[CH:18][CH:17]=[CH:16][CH:15]=2)[C:6]([NH:5][CH2:4][CH2:3][CH2:2][N:37]2[CH2:38][CH2:39][CH:34]([C:28]3[C:27]([F:40])=[C:26]([NH:25][C:23](=[O:24])[CH:22]([CH3:21])[CH3:41])[C:31]([F:32])=[CH:30][C:29]=3[F:33])[CH2:35][CH2:36]2)=[O:20])[CH:13]=[CH:12][CH:11]=[CH:10][CH:9]=1, predict the reactants needed to synthesize it. The reactants are: Br[CH2:2][CH2:3][CH2:4][NH:5][C:6](=[O:20])[CH:7]([C:14]1[CH:19]=[CH:18][CH:17]=[CH:16][CH:15]=1)[C:8]1[CH:13]=[CH:12][CH:11]=[CH:10][CH:9]=1.[CH3:21][CH:22]([CH3:41])[C:23]([NH:25][C:26]1[C:31]([F:32])=[CH:30][C:29]([F:33])=[C:28]([CH:34]2[CH2:39][CH2:38][NH:37][CH2:36][CH2:35]2)[C:27]=1[F:40])=[O:24]. (8) Given the product [C:1]([O:5][C:6](=[O:31])[NH:7][C:8]1[CH:13]=[CH:12][C:11]([C:14]2[CH:15]=[N:16][C:17]([O:20][CH2:21][C:22]3[CH:23]=[CH:24][CH:25]=[CH:26][CH:27]=3)=[CH:18][CH:19]=2)=[CH:10][C:9]=1[NH2:28])([CH3:4])([CH3:2])[CH3:3], predict the reactants needed to synthesize it. The reactants are: [C:1]([O:5][C:6](=[O:31])[NH:7][C:8]1[CH:13]=[CH:12][C:11]([C:14]2[CH:15]=[N:16][C:17]([O:20][CH2:21][C:22]3[CH:27]=[CH:26][CH:25]=[CH:24][CH:23]=3)=[CH:18][CH:19]=2)=[CH:10][C:9]=1[N+:28]([O-])=O)([CH3:4])([CH3:3])[CH3:2].